Dataset: Catalyst prediction with 721,799 reactions and 888 catalyst types from USPTO. Task: Predict which catalyst facilitates the given reaction. (1) Reactant: [OH:1][C@@H:2]([CH2:24][N:25]([CH3:38])S(C1C=CC=CC=1[N+]([O-])=O)(=O)=O)[CH2:3][NH:4][C:5]([C@@H:7]([NH:12][C:13]([C:15]1[S:16][C:17]2[CH:23]=[CH:22][CH:21]=[CH:20][C:18]=2[CH:19]=1)=[O:14])[CH2:8][CH:9]([CH3:11])[CH3:10])=[O:6].C1(S)C=CC=CC=1.C([O-])([O-])=O.[K+].[K+]. Product: [OH:1][C@@H:2]([CH2:24][NH:25][CH3:38])[CH2:3][NH:4][C:5]([C@@H:7]([NH:12][C:13]([C:15]1[S:16][C:17]2[CH:23]=[CH:22][CH:21]=[CH:20][C:18]=2[CH:19]=1)=[O:14])[CH2:8][CH:9]([CH3:11])[CH3:10])=[O:6]. The catalyst class is: 3. (2) Reactant: [BH4-].[Na+].[Cl:3][C:4]1[CH:9]=[CH:8][C:7]([C:10]2[CH:11]=[CH:12][C:13]([C:16]#[C:17][C:18]3[CH:19]=[CH:20][C:21]([O:27][CH2:28][CH2:29][N:30]4[CH2:35][CH2:34][CH:33]([CH3:36])[CH2:32][CH2:31]4)=[C:22]([C:24](=[O:26])[CH3:25])[CH:23]=3)=[N:14][CH:15]=2)=[CH:6][CH:5]=1. Product: [Cl:3][C:4]1[CH:9]=[CH:8][C:7]([C:10]2[CH:11]=[CH:12][C:13]([C:16]#[C:17][C:18]3[CH:19]=[CH:20][C:21]([O:27][CH2:28][CH2:29][N:30]4[CH2:31][CH2:32][CH:33]([CH3:36])[CH2:34][CH2:35]4)=[C:22]([CH:24]([OH:26])[CH3:25])[CH:23]=3)=[N:14][CH:15]=2)=[CH:6][CH:5]=1. The catalyst class is: 315. (3) Reactant: Cl[C:2]1[N:7]=[C:6]([C:8]2[C:9]([C:17]3[CH:18]=[C:19]([NH:23][C:24](=[O:33])[C:25]4[C:30]([F:31])=[CH:29][CH:28]=[CH:27][C:26]=4[F:32])[CH:20]=[CH:21][CH:22]=3)=[N:10][N:11]3[CH:16]=[CH:15][CH:14]=[CH:13][C:12]=23)[CH:5]=[CH:4][N:3]=1.[NH2:34][C:35]1[CH:36]=[C:37]2[C:41](=[CH:42][CH:43]=1)[CH2:40][CH:39]([N:44]([CH3:46])[CH3:45])[CH2:38]2.Cl. Product: [CH3:45][N:44]([CH3:46])[CH:39]1[CH2:38][C:37]2[C:41](=[CH:42][CH:43]=[C:35]([NH:34][C:2]3[N:7]=[C:6]([C:8]4[C:9]([C:17]5[CH:18]=[C:19]([NH:23][C:24](=[O:33])[C:25]6[C:30]([F:31])=[CH:29][CH:28]=[CH:27][C:26]=6[F:32])[CH:20]=[CH:21][CH:22]=5)=[N:10][N:11]5[CH:16]=[CH:15][CH:14]=[CH:13][C:12]=45)[CH:5]=[CH:4][N:3]=3)[CH:36]=2)[CH2:40]1. The catalyst class is: 32. (4) Reactant: [OH-].[NH4+:2].[N:3]([CH2:6][CH2:7][CH2:8][S:9](Cl)(=[O:11])=[O:10])=[N+:4]=[N-:5]. Product: [N:3]([CH2:6][CH2:7][CH2:8][S:9]([NH2:2])(=[O:11])=[O:10])=[N+:4]=[N-:5]. The catalyst class is: 8. (5) Reactant: Cl[C:2]1[C:11]2[C:6](=[C:7]([C:12]3[CH:16]=[CH:15][S:14][CH:13]=3)[CH:8]=[CH:9][CH:10]=2)[CH:5]=[CH:4][N:3]=1.[CH3:17][C:18]1[N:19]=[CH:20][N:21]([C:23]2[CH:24]=[C:25]([NH2:29])[CH:26]=[CH:27][CH:28]=2)[CH:22]=1.C(=O)([O-])[O-].[K+].[K+]. Product: [CH3:17][C:18]1[N:19]=[CH:20][N:21]([C:23]2[CH:24]=[C:25]([NH:29][C:2]3[C:11]4[C:6](=[C:7]([C:12]5[CH:16]=[CH:15][S:14][CH:13]=5)[CH:8]=[CH:9][CH:10]=4)[CH:5]=[CH:4][N:3]=3)[CH:26]=[CH:27][CH:28]=2)[CH:22]=1. The catalyst class is: 4.